From a dataset of Reaction yield outcomes from USPTO patents with 853,638 reactions. Predict the reaction yield, written as a fraction of the theoretical maximum amount of product (1.0 means a 100% yield; for example, 0.34 means a 34% yield). (1) The reactants are C[Al](C)C.[CH3:5][NH2:6].[CH3:7][C:8]1[CH:17]=[CH:16][C:15]2[C:10](=[CH:11][CH:12]=[CH:13][C:14]=2[CH:18]2[CH2:23][CH2:22][N:21]([CH2:24][CH2:25][C:26]3[CH:35]=[CH:34][CH:33]=[C:32]4[C:27]=3[CH:28]=[CH:29][C:30]3[N:31]4[CH:36]=[N:37][C:38]=3[C:39](OCC)=O)[CH2:20][CH2:19]2)[N:9]=1.[OH-:44].[Na+].[ClH:46]. The catalyst is C1COCC1.C(Cl)Cl.CO.O. The product is [ClH:46].[ClH:46].[CH3:5][NH:6][C:39]([C:38]1[N:37]=[CH:36][N:31]2[C:32]3[C:27](=[C:26]([CH2:25][CH2:24][N:21]4[CH2:22][CH2:23][CH:18]([C:14]5[CH:13]=[CH:12][CH:11]=[C:10]6[C:15]=5[CH:16]=[CH:17][C:8]([CH3:7])=[N:9]6)[CH2:19][CH2:20]4)[CH:35]=[CH:34][CH:33]=3)[CH:28]=[CH:29][C:30]=12)=[O:44]. The yield is 0.860. (2) The reactants are C[O:2][C:3](=[O:36])[C@@H:4]([NH:23][C:24]([C:26]1([CH2:31][CH2:32][N:33]=[N+:34]=[N-:35])[CH2:30][CH2:29][CH2:28][CH2:27]1)=[O:25])[CH2:5][C:6]1[CH:11]=[CH:10][C:9]([NH:12][C:13](=[O:22])[C:14]2[C:19]([Cl:20])=[CH:18][CH:17]=[CH:16][C:15]=2[Cl:21])=[CH:8][CH:7]=1.[OH-].[Na+]. The catalyst is C1COCC1.C(O)C.O. The product is [N:33]([CH2:32][CH2:31][C:26]1([C:24]([NH:23][C@@H:4]([CH2:5][C:6]2[CH:7]=[CH:8][C:9]([NH:12][C:13](=[O:22])[C:14]3[C:15]([Cl:21])=[CH:16][CH:17]=[CH:18][C:19]=3[Cl:20])=[CH:10][CH:11]=2)[C:3]([OH:36])=[O:2])=[O:25])[CH2:30][CH2:29][CH2:28][CH2:27]1)=[N+:34]=[N-:35]. The yield is 0.930. (3) The reactants are [CH3:1][O:2][C:3]([C:5]1[S:6][C:7]([C:26]#[C:27][C:28]([CH3:31])([CH3:30])[CH3:29])=[CH:8][C:9]=1[N:10]1[C@H:15]([CH:16]2[CH2:21][CH2:20][CH2:19][CH2:18][CH2:17]2)[CH2:14][O:13][C@H:12]([CH2:22][CH:23]=C)[C:11]1=[O:25])=[O:4].C[N+]1([O-])CC[O:36]CC1.O.I([O-])(=O)(=O)=O.[Na+]. The catalyst is CC(C)=O.[Os](=O)(=O)(=O)=O. The product is [CH3:1][O:2][C:3]([C:5]1[S:6][C:7]([C:26]#[C:27][C:28]([CH3:29])([CH3:30])[CH3:31])=[CH:8][C:9]=1[N:10]1[C@H:15]([CH:16]2[CH2:21][CH2:20][CH2:19][CH2:18][CH2:17]2)[CH2:14][O:13][C@H:12]([CH2:22][CH:23]=[O:36])[C:11]1=[O:25])=[O:4]. The yield is 0.660.